From a dataset of Catalyst prediction with 721,799 reactions and 888 catalyst types from USPTO. Predict which catalyst facilitates the given reaction. Reactant: CN(C(ON1N=NC2C=CC=NC1=2)=[N+](C)C)C.F[P-](F)(F)(F)(F)F.[NH2:25][C:26]1[C:27]([C:36]([OH:38])=O)=[CH:28][C:29]2[C:34]([CH:35]=1)=[CH:33][CH:32]=[CH:31][CH:30]=2.Cl.[NH2:40][C@@H:41]([CH:47]([CH3:49])[CH3:48])[CH2:42][C:43]([O:45][CH3:46])=[O:44].C(N(CC)C(C)C)(C)C.C([O-])(O)=O.[Na+]. Product: [NH2:25][C:26]1[C:27]([C:36]([NH:40][C@@H:41]([CH:47]([CH3:49])[CH3:48])[CH2:42][C:43]([O:45][CH3:46])=[O:44])=[O:38])=[CH:28][C:29]2[C:34]([CH:35]=1)=[CH:33][CH:32]=[CH:31][CH:30]=2. The catalyst class is: 39.